This data is from Catalyst prediction with 721,799 reactions and 888 catalyst types from USPTO. The task is: Predict which catalyst facilitates the given reaction. Reactant: [P:1]([OH:45])([O:24][CH2:25][CH2:26][CH2:27][O:28][CH2:29][CH2:30][CH2:31][CH2:32][CH2:33][CH2:34][CH2:35][CH2:36][CH2:37][CH2:38][CH2:39][CH2:40][CH2:41][CH2:42][CH2:43][CH3:44])([O:3][CH2:4][C@@H:5]1[C@@H:9]([OH:10])[C@@H:8]([OH:11])[C@H:7]([N:12]2[C:16]3[N:17]=[CH:18][N:19]=[C:20]([NH2:21])[C:15]=3[C:14]([C:22]#[N:23])=[CH:13]2)[O:6]1)=[O:2].C(N(CC)CC)C.[SH2:53]. Product: [P:1]([OH:45])([O:24][CH2:25][CH2:26][CH2:27][O:28][CH2:29][CH2:30][CH2:31][CH2:32][CH2:33][CH2:34][CH2:35][CH2:36][CH2:37][CH2:38][CH2:39][CH2:40][CH2:41][CH2:42][CH2:43][CH3:44])([O:3][CH2:4][C@@H:5]1[C@@H:9]([OH:10])[C@@H:8]([OH:11])[C@H:7]([N:12]2[C:16]3[N:17]=[CH:18][N:19]=[C:20]([NH2:21])[C:15]=3[C:14]([C:22](=[S:53])[NH2:23])=[CH:13]2)[O:6]1)=[O:2]. The catalyst class is: 17.